From a dataset of Forward reaction prediction with 1.9M reactions from USPTO patents (1976-2016). Predict the product of the given reaction. Given the reactants CC1C=CC(S(O[CH2:12][CH2:13][C:14]2[CH:19]=[CH:18][CH:17]=[CH:16][C:15]=2[N:20]2[CH2:25][CH2:24][CH2:23][CH2:22][C:21]2=[O:26])(=O)=O)=CC=1.C(N(C(C)C)CC)(C)C.[CH3:36][O:37][C:38](=[O:45])[CH2:39][CH:40]1[CH2:44][CH2:43][NH:42][CH2:41]1, predict the reaction product. The product is: [O:26]=[C:21]1[CH2:22][CH2:23][CH2:24][CH2:25][N:20]1[C:15]1[CH:16]=[CH:17][CH:18]=[CH:19][C:14]=1[CH2:13][CH2:12][N:42]1[CH2:43][CH2:44][CH:40]([CH2:39][C:38]([O:37][CH3:36])=[O:45])[CH2:41]1.